From a dataset of Forward reaction prediction with 1.9M reactions from USPTO patents (1976-2016). Predict the product of the given reaction. Given the reactants [N:1]([C@@H:4]([CH2:25][CH2:26][CH2:27][CH2:28][CH2:29][C:30](=[O:32])[CH3:31])[C:5]([NH:7][CH2:8][CH2:9][C:10]1[C:18]2[C:13](=[CH:14][CH:15]=[CH:16][CH:17]=2)[NH:12][C:11]=1[C:19]1[CH:24]=[CH:23][CH:22]=[CH:21][CH:20]=1)=[O:6])=[N+]=[N-].[ClH:33], predict the reaction product. The product is: [Cl-:33].[O:6]=[C:5]([NH:7][CH2:8][CH2:9][C:10]1[C:18]2[C:13](=[CH:14][CH:15]=[CH:16][CH:17]=2)[NH:12][C:11]=1[C:19]1[CH:20]=[CH:21][CH:22]=[CH:23][CH:24]=1)[C@@H:4]([NH3+:1])[CH2:25][CH2:26][CH2:27][CH2:28][CH2:29][C:30](=[O:32])[CH3:31].